The task is: Regression. Given two drug SMILES strings and cell line genomic features, predict the synergy score measuring deviation from expected non-interaction effect.. This data is from Merck oncology drug combination screen with 23,052 pairs across 39 cell lines. (1) Drug 1: N#Cc1ccc(Cn2cncc2CN2CCN(c3cccc(Cl)c3)C(=O)C2)cc1. Drug 2: CCC1(O)C(=O)OCc2c1cc1n(c2=O)Cc2cc3c(CN(C)C)c(O)ccc3nc2-1. Cell line: UWB1289BRCA1. Synergy scores: synergy=15.9. (2) Drug 1: CN(C)C(=N)N=C(N)N. Drug 2: CS(=O)(=O)CCNCc1ccc(-c2ccc3ncnc(Nc4ccc(OCc5cccc(F)c5)c(Cl)c4)c3c2)o1. Cell line: A375. Synergy scores: synergy=-5.63. (3) Drug 1: CN(Cc1cnc2nc(N)nc(N)c2n1)c1ccc(C(=O)NC(CCC(=O)O)C(=O)O)cc1. Drug 2: Cn1c(=O)n(-c2ccc(C(C)(C)C#N)cc2)c2c3cc(-c4cnc5ccccc5c4)ccc3ncc21. Cell line: HCT116. Synergy scores: synergy=-41.0. (4) Synergy scores: synergy=5.43. Cell line: NCIH520. Drug 2: NC1(c2ccc(-c3nc4ccn5c(=O)[nH]nc5c4cc3-c3ccccc3)cc2)CCC1. Drug 1: O=P1(N(CCCl)CCCl)NCCCO1. (5) Drug 1: O=S1(=O)NC2(CN1CC(F)(F)F)C1CCC2Cc2cc(C=CCN3CCC(C(F)(F)F)CC3)ccc2C1. Drug 2: Cn1cc(-c2cnn3c(N)c(Br)c(C4CCCNC4)nc23)cn1. Cell line: COLO320DM. Synergy scores: synergy=28.3. (6) Drug 1: N.N.O=C(O)C1(C(=O)O)CCC1.[Pt]. Drug 2: O=C(NOCC(O)CO)c1ccc(F)c(F)c1Nc1ccc(I)cc1F. Cell line: SKOV3. Synergy scores: synergy=-8.48. (7) Drug 1: CC(=O)OC1C(=O)C2(C)C(O)CC3OCC3(OC(C)=O)C2C(OC(=O)c2ccccc2)C2(O)CC(OC(=O)C(O)C(NC(=O)c3ccccc3)c3ccccc3)C(C)=C1C2(C)C. Drug 2: Cn1c(=O)n(-c2ccc(C(C)(C)C#N)cc2)c2c3cc(-c4cnc5ccccc5c4)ccc3ncc21. Cell line: PA1. Synergy scores: synergy=-7.48. (8) Drug 1: CCC1(O)CC2CN(CCc3c([nH]c4ccccc34)C(C(=O)OC)(c3cc4c(cc3OC)N(C)C3C(O)(C(=O)OC)C(OC(C)=O)C5(CC)C=CCN6CCC43C65)C2)C1. Drug 2: Cn1cc(-c2cnn3c(N)c(Br)c(C4CCCNC4)nc23)cn1. Cell line: HT144. Synergy scores: synergy=7.86. (9) Synergy scores: synergy=11.8. Cell line: T47D. Drug 1: O=C(CCCCCCC(=O)Nc1ccccc1)NO. Drug 2: Cc1nc(Nc2ncc(C(=O)Nc3c(C)cccc3Cl)s2)cc(N2CCN(CCO)CC2)n1. (10) Drug 2: CC1(c2nc3c(C(N)=O)cccc3[nH]2)CCCN1. Cell line: A375. Drug 1: COc1cccc2c1C(=O)c1c(O)c3c(c(O)c1C2=O)CC(O)(C(=O)CO)CC3OC1CC(N)C(O)C(C)O1. Synergy scores: synergy=8.47.